Dataset: Reaction yield outcomes from USPTO patents with 853,638 reactions. Task: Predict the reaction yield, written as a fraction of the theoretical maximum amount of product (1.0 means a 100% yield; for example, 0.34 means a 34% yield). The reactants are [Cl:1][C:2]1[C:3]([Cl:32])=[CH:4][C:5]2[C:6]3[CH2:24][CH2:23][N:22](C(OC(C)(C)C)=O)[CH2:21][CH2:20][C:7]=3[N:8]([CH2:11][CH2:12][CH2:13][C:14]3[CH:19]=[CH:18][CH:17]=[CH:16][CH:15]=3)[C:9]=2[CH:10]=1.C(O)(C(F)(F)F)=O.[OH-].[Na+]. The product is [ClH:1].[Cl:1][C:2]1[C:3]([Cl:32])=[CH:4][C:5]2[C:6]3[CH2:24][CH2:23][NH:22][CH2:21][CH2:20][C:7]=3[N:8]([CH2:11][CH2:12][CH2:13][C:14]3[CH:19]=[CH:18][CH:17]=[CH:16][CH:15]=3)[C:9]=2[CH:10]=1. The catalyst is C(Cl)Cl. The yield is 0.570.